This data is from Full USPTO retrosynthesis dataset with 1.9M reactions from patents (1976-2016). The task is: Predict the reactants needed to synthesize the given product. (1) Given the product [C:31]([O:30][C:28]([N:20]([C:21]([O:23][C:24]([CH3:27])([CH3:26])[CH3:25])=[O:22])[C:15]1[C:16]2[C:11](=[CH:10][C:9]([NH2:8])=[CH:18][C:17]=2[F:19])[CH:12]=[CH:13][N:14]=1)=[O:29])([CH3:34])([CH3:33])[CH3:32], predict the reactants needed to synthesize it. The reactants are: C([N:8](CC1C=CC=CC=1)[C:9]1[CH:10]=[C:11]2[C:16](=[C:17]([F:19])[CH:18]=1)[C:15]([N:20]([C:28]([O:30][C:31]([CH3:34])([CH3:33])[CH3:32])=[O:29])[C:21]([O:23][C:24]([CH3:27])([CH3:26])[CH3:25])=[O:22])=[N:14][CH:13]=[CH:12]2)C1C=CC=CC=1. (2) Given the product [F:1][C:2]1[CH:3]=[C:4]([CH:14]([NH:16][C:17]([C:19]2[N:20]=[C:21]([O:34][C:30]3[CH:29]=[C:28]4[C:33](=[CH:32][CH:31]=3)[CH2:25][CH2:26][CH2:27]4)[O:22][CH:23]=2)=[O:18])[CH3:15])[CH:5]=[C:6]([F:13])[C:7]=1[NH:8][S:9]([CH3:12])(=[O:11])=[O:10], predict the reactants needed to synthesize it. The reactants are: [F:1][C:2]1[CH:3]=[C:4]([CH:14]([NH:16][C:17]([C:19]2[N:20]=[C:21](Cl)[O:22][CH:23]=2)=[O:18])[CH3:15])[CH:5]=[C:6]([F:13])[C:7]=1[NH:8][S:9]([CH3:12])(=[O:11])=[O:10].[CH2:25]1[C:33]2[C:28](=[CH:29][C:30]([OH:34])=[CH:31][CH:32]=2)[CH2:27][CH2:26]1.